This data is from Forward reaction prediction with 1.9M reactions from USPTO patents (1976-2016). The task is: Predict the product of the given reaction. (1) The product is: [F:20][C:10]1[CH:11]=[C:12]([CH:16]=[C:17]([O:18][CH3:19])[C:9]=1[OH:8])[C:13]([OH:15])=[O:14]. Given the reactants C([O:8][C:9]1[C:17]([O:18][CH3:19])=[CH:16][C:12]([C:13]([OH:15])=[O:14])=[CH:11][C:10]=1[F:20])C1C=CC=CC=1.CO, predict the reaction product. (2) Given the reactants [F:1][C:2]([F:21])([F:20])[O:3][C:4]1[CH:9]=[CH:8][C:7]([C:10]2[CH:11]=[CH:12][C:13]3[N:14]([C:16](=[O:19])[NH:17][N:18]=3)[CH:15]=2)=[CH:6][CH:5]=1.[CH:22]1([C:25]2[CH:29]=[C:28]([CH2:30]O)[N:27]([CH3:32])[N:26]=2)[CH2:24][CH2:23]1.C1C=CC(P(C2C=CC=CC=2)C2C=CC=CC=2)=CC=1.N(C(OCC)=O)=NC(OCC)=O, predict the reaction product. The product is: [CH:22]1([C:25]2[CH:29]=[C:28]([CH2:30][N:17]3[C:16](=[O:19])[N:14]4[CH:15]=[C:10]([C:7]5[CH:6]=[CH:5][C:4]([O:3][C:2]([F:1])([F:20])[F:21])=[CH:9][CH:8]=5)[CH:11]=[CH:12][C:13]4=[N:18]3)[N:27]([CH3:32])[N:26]=2)[CH2:24][CH2:23]1. (3) Given the reactants C(O)(C(F)(F)F)=O.[F:8][C:9]1[CH:14]=[CH:13][C:12]([C:15]2[O:42][C:18]3=[N:19][C:20]([CH2:36][CH2:37][C:38]([F:41])([F:40])[F:39])=[C:21]([C:23]4[CH:24]=[C:25]([CH:33]=[CH:34][CH:35]=4)[C:26]([O:28]C(C)(C)C)=[O:27])[CH:22]=[C:17]3[C:16]=2[C:43](=[O:46])[NH:44][CH3:45])=[CH:11][CH:10]=1, predict the reaction product. The product is: [F:8][C:9]1[CH:14]=[CH:13][C:12]([C:15]2[O:42][C:18]3=[N:19][C:20]([CH2:36][CH2:37][C:38]([F:39])([F:40])[F:41])=[C:21]([C:23]4[CH:24]=[C:25]([CH:33]=[CH:34][CH:35]=4)[C:26]([OH:28])=[O:27])[CH:22]=[C:17]3[C:16]=2[C:43](=[O:46])[NH:44][CH3:45])=[CH:11][CH:10]=1. (4) Given the reactants [F:1][C:2]([F:11])([F:10])[C:3]1[CH:4]=[C:5]([OH:9])[CH:6]=[N:7][CH:8]=1.[F:12][C:13]1[CH:14]=[C:15]([CH:18]=[C:19]([F:22])[C:20]=1F)[CH:16]=[O:17], predict the reaction product. The product is: [F:12][C:13]1[CH:14]=[C:15]([CH:18]=[C:19]([F:22])[C:20]=1[O:9][C:5]1[CH:6]=[N:7][CH:8]=[C:3]([C:2]([F:1])([F:10])[F:11])[CH:4]=1)[CH:16]=[O:17]. (5) Given the reactants I[C:2]1[CH:3]=[C:4]([N+:14]([O-:16])=[O:15])[C:5]([NH:8][CH2:9][C:10]([O:12][CH3:13])=[O:11])=[N:6][CH:7]=1.[CH:17]1(B(O)O)[CH2:19][CH2:18]1.C1(P(C2CCCCC2)C2CCCCC2)CCCCC1.P([O-])([O-])([O-])=O.[K+].[K+].[K+], predict the reaction product. The product is: [CH:17]1([C:2]2[CH:3]=[C:4]([N+:14]([O-:16])=[O:15])[C:5]([NH:8][CH2:9][C:10]([O:12][CH3:13])=[O:11])=[N:6][CH:7]=2)[CH2:19][CH2:18]1. (6) Given the reactants [C:1]1([C:7]2[NH:11][C:10]3[CH:12]=[CH:13][C:14]([CH2:16][OH:17])=[CH:15][C:9]=3[N:8]=2)[CH:6]=[CH:5][CH:4]=[CH:3][CH:2]=1, predict the reaction product. The product is: [C:1]1([C:7]2[NH:11][C:10]3[CH:12]=[CH:13][C:14]([CH:16]=[O:17])=[CH:15][C:9]=3[N:8]=2)[CH:6]=[CH:5][CH:4]=[CH:3][CH:2]=1. (7) Given the reactants [C:1]([C:5]1[N:6]=[C:7]2[C:12]([C:13]([F:16])([F:15])[F:14])=[CH:11][CH:10]=[CH:9][N:8]2[C:17]=1[C:18]1[CH:19]=[C:20]([OH:24])[CH:21]=[CH:22][CH:23]=1)([CH3:4])([CH3:3])[CH3:2].Br[C:26]1[CH:31]=[CH:30][CH:29]=[C:28]([S:32]([CH:35]([CH3:37])[CH3:36])(=[O:34])=[O:33])[CH:27]=1, predict the reaction product. The product is: [C:1]([C:5]1[N:6]=[C:7]2[C:12]([C:13]([F:16])([F:15])[F:14])=[CH:11][CH:10]=[CH:9][N:8]2[C:17]=1[C:18]1[CH:23]=[CH:22][CH:21]=[C:20]([O:24][C:30]2[CH:31]=[CH:26][CH:27]=[C:28]([S:32]([CH:35]([CH3:37])[CH3:36])(=[O:33])=[O:34])[CH:29]=2)[CH:19]=1)([CH3:4])([CH3:2])[CH3:3].